From a dataset of Full USPTO retrosynthesis dataset with 1.9M reactions from patents (1976-2016). Predict the reactants needed to synthesize the given product. (1) The reactants are: C([O:3][C:4](=[O:36])[CH2:5][C:6]1[CH:7]=[N:8][CH:9]=[C:10]([C:12]2[CH:17]=[CH:16][C:15]([C:18]([F:21])([F:20])[F:19])=[CH:14][C:13]=2[CH2:22][N:23]([CH2:29][C:30]2[CH:35]=[CH:34][CH:33]=[CH:32][CH:31]=2)[C:24]([CH:26]2[CH2:28][CH2:27]2)=[O:25])[CH:11]=1)C.[Li+].[OH-].Cl. Given the product [CH2:29]([N:23]([CH2:22][C:13]1[CH:14]=[C:15]([C:18]([F:19])([F:20])[F:21])[CH:16]=[CH:17][C:12]=1[C:10]1[CH:11]=[C:6]([CH2:5][C:4]([OH:36])=[O:3])[CH:7]=[N:8][CH:9]=1)[C:24]([CH:26]1[CH2:28][CH2:27]1)=[O:25])[C:30]1[CH:31]=[CH:32][CH:33]=[CH:34][CH:35]=1, predict the reactants needed to synthesize it. (2) Given the product [CH3:1][O:2][C:3]1[CH:4]=[CH:5][C:6]([S:9]([N:12]2[CH2:13][CH2:14][N:15]([C:18]3[S:20][CH:27]=[C:28]([CH2:29][C:30]4[S:31][CH:32]=[CH:33][CH:34]=4)[N:19]=3)[CH2:16][CH2:17]2)(=[O:10])=[O:11])=[CH:7][CH:8]=1, predict the reactants needed to synthesize it. The reactants are: [CH3:1][O:2][C:3]1[CH:8]=[CH:7][C:6]([S:9]([N:12]2[CH2:17][CH2:16][N:15]([C:18](=[S:20])[NH2:19])[CH2:14][CH2:13]2)(=[O:11])=[O:10])=[CH:5][CH:4]=1.C([O-])(O)=O.[Na+].Cl[CH2:27][C:28](=O)[CH2:29][C:30]1[S:31][CH:32]=[CH:33][CH:34]=1.N.